Dataset: Forward reaction prediction with 1.9M reactions from USPTO patents (1976-2016). Task: Predict the product of the given reaction. (1) Given the reactants FC(F)(F)C(O)=O.[CH:8]1([CH2:11][CH2:12][O:13][C:14]2[NH:15][C:16]([NH2:25])=[C:17]3[C:21]([N:22]=2)=[N:20][C:19]([O:23][CH3:24])=[N:18]3)[CH2:10][CH2:9]1.Br[CH2:27][CH2:28][CH2:29][CH2:30][CH:31]1[CH2:36][CH2:35][CH2:34][O:33][CH2:32]1, predict the reaction product. The product is: [CH:8]1([CH2:11][CH2:12][O:13][C:14]2[N:22]=[C:21]3[C:17]([N:18]=[C:19]([O:23][CH3:24])[N:20]3[CH2:27][CH2:28][CH2:29][CH2:30][CH:31]3[CH2:36][CH2:35][CH2:34][O:33][CH2:32]3)=[C:16]([NH2:25])[N:15]=2)[CH2:10][CH2:9]1. (2) Given the reactants [Cl:1][C:2]1[CH:3]=[N:4][CH:5]=[C:6]([Cl:20])[C:7]=1[S:8][C:9]1[S:13][C:12]([C:14]([OH:16])=O)=[CH:11][C:10]=1[N+:17]([O-:19])=[O:18].[NH2:21][C:22]1[CH:23]=[C:24]2[C:29](=[CH:30][CH:31]=1)[N:28]=[CH:27][CH:26]=[CH:25]2, predict the reaction product. The product is: [Cl:20][C:6]1[CH:5]=[N:4][CH:3]=[C:2]([Cl:1])[C:7]=1[S:8][C:9]1[S:13][C:12]([C:14]([NH:21][C:22]2[CH:23]=[C:24]3[C:29](=[CH:30][CH:31]=2)[N:28]=[CH:27][CH:26]=[CH:25]3)=[O:16])=[CH:11][C:10]=1[N+:17]([O-:19])=[O:18]. (3) The product is: [OH:34][CH2:33][C@@H:30]1[O:29][C:28]([C:26]2[NH:27][C:23]([C:8]3[CH:7]=[C:6]([CH:11]=[C:10]([O:12][C:13]4[CH:18]=[N:17][C:16]([S:19]([CH3:22])(=[O:21])=[O:20])=[CH:15][N:14]=4)[CH:9]=3)[O:5][C@@H:4]([CH3:35])[CH2:3][OH:2])=[CH:24][CH:25]=2)=[N:32][CH2:31]1. Given the reactants C[O:2][CH2:3][C@H:4]([CH3:35])[O:5][C:6]1[CH:7]=[C:8]([C:23]2[NH:27][C:26]([C:28]3[O:29][C@@H:30]([CH2:33][OH:34])[CH2:31][N:32]=3)=[CH:25][CH:24]=2)[CH:9]=[C:10]([O:12][C:13]2[CH:18]=[N:17][C:16]([S:19]([CH3:22])(=[O:21])=[O:20])=[CH:15][N:14]=2)[CH:11]=1.B(Br)(Br)Br.C(=O)([O-])O.[Na+], predict the reaction product.